Task: Predict the product of the given reaction.. Dataset: Forward reaction prediction with 1.9M reactions from USPTO patents (1976-2016) (1) The product is: [Br:1][C:2]1[CH:3]=[CH:4][C:5]([F:27])=[C:6]([C:8]23[CH2:9][O:10][CH2:11][CH:12]2[CH2:13][S:17][C:16]([NH:18][C:19](=[O:26])[C:20]2[CH:25]=[CH:24][CH:23]=[CH:22][CH:21]=2)=[N:15]3)[CH:7]=1. Given the reactants [Br:1][C:2]1[CH:3]=[CH:4][C:5]([F:27])=[C:6]([C:8]2([NH:15][C:16]([NH:18][C:19](=[O:26])[C:20]3[CH:25]=[CH:24][CH:23]=[CH:22][CH:21]=3)=[S:17])[CH:12]([CH2:13]O)[CH2:11][O:10][CH2:9]2)[CH:7]=1.C1(P(C2C=CC=CC=2)C2C=CC=CC=2)C=CC=CC=1.N(C(OC(C)(C)C)=O)=NC(OC(C)(C)C)=O, predict the reaction product. (2) Given the reactants [Br:1][C:2]1[C:3]([C:8]2[S:9][C:10]([Cl:13])=[CH:11][CH:12]=2)=[N:4][NH:5][C:6]=1[CH3:7].[H-].[Na+].I[CH3:17].[Cl-].[NH4+], predict the reaction product. The product is: [Br:1][C:2]1[C:3]([C:8]2[S:9][C:10]([Cl:13])=[CH:11][CH:12]=2)=[N:4][N:5]([CH3:17])[C:6]=1[CH3:7]. (3) Given the reactants [Cl:1][C:2]1[CH:21]=[CH:20][C:19]([CH2:22][C@@H:23]2[CH2:25][O:24]2)=[CH:18][C:3]=1[C:4]([NH:6][CH2:7][C:8]12[CH2:17][CH:12]3[CH2:13][CH:14]([CH2:16][CH:10]([CH2:11]3)[CH2:9]1)[CH2:15]2)=[O:5].[CH:26]([NH2:29])([CH3:28])[CH3:27].CN1CCCC1=O.Cl, predict the reaction product. The product is: [ClH:1].[Cl:1][C:2]1[CH:21]=[CH:20][C:19]([CH2:22][C@@H:23]([OH:24])[CH2:25][NH:29][CH:26]([CH3:28])[CH3:27])=[CH:18][C:3]=1[C:4]([NH:6][CH2:7][C:8]12[CH2:15][CH:14]3[CH2:16][CH:10]([CH2:11][CH:12]([CH2:13]3)[CH2:17]1)[CH2:9]2)=[O:5]. (4) The product is: [Cl:8][C:9]1[C:18]([CH2:19][CH2:20][CH2:21][O:22][CH3:23])=[CH:17][C:16]([CH2:24][CH2:25][CH2:26][O:27][CH3:28])=[CH:15][C:10]=1[C:11]([O:13][CH3:14])=[O:12]. Given the reactants C1(C)C=CC=CC=1.[Cl:8][C:9]1[C:18](/[CH:19]=[CH:20]/[CH2:21][O:22][CH3:23])=[CH:17][C:16](/[CH:24]=[CH:25]/[CH2:26][O:27][CH3:28])=[CH:15][C:10]=1[C:11]([O:13][CH3:14])=[O:12], predict the reaction product.